This data is from Reaction yield outcomes from USPTO patents with 853,638 reactions. The task is: Predict the reaction yield, written as a fraction of the theoretical maximum amount of product (1.0 means a 100% yield; for example, 0.34 means a 34% yield). (1) The reactants are [C:1](Cl)(=[O:9])[O:2][C:3]1[CH:8]=[CH:7][CH:6]=[CH:5][CH:4]=1.N1C=CC=CC=1.[N:17]1[CH:22]=[CH:21][C:20]([NH2:23])=[N:19][CH:18]=1. The catalyst is C(Cl)Cl. The product is [N:17]1[CH:22]=[CH:21][C:20]([NH:23][C:1](=[O:9])[O:2][C:3]2[CH:8]=[CH:7][CH:6]=[CH:5][CH:4]=2)=[N:19][CH:18]=1. The yield is 0.370. (2) The reactants are C[O:2][C:3]([C:5]1([C:8]2[CH:43]=[CH:42][CH:41]=[CH:40][C:9]=2[CH2:10][CH2:11][C:12]2[C:17]([C:18]([F:21])([F:20])[F:19])=[CH:16][N:15]=[C:14]([NH:22][C:23]3[CH:28]=[CH:27][C:26]([CH:29]4[CH2:32][N:31]([C:33]([O:35][C:36]([CH3:39])([CH3:38])[CH3:37])=[O:34])[CH2:30]4)=[CH:25][CH:24]=3)[N:13]=2)[CH2:7][CH2:6]1)=O.O[Li].O.Cl.C1C=CC2N(O)N=[N:54]C=2C=1.CCN=C=NCCCN(C)C.Cl.CCN(C(C)C)C(C)C.C(=O)([O-])[O-].[NH4+].[NH4+]. The catalyst is C1COCC1.CO.O.CCOC(C)=O. The product is [C:3]([C:5]1([C:8]2[CH:43]=[CH:42][CH:41]=[CH:40][C:9]=2[CH2:10][CH2:11][C:12]2[C:17]([C:18]([F:21])([F:19])[F:20])=[CH:16][N:15]=[C:14]([NH:22][C:23]3[CH:28]=[CH:27][C:26]([CH:29]4[CH2:30][N:31]([C:33]([O:35][C:36]([CH3:39])([CH3:37])[CH3:38])=[O:34])[CH2:32]4)=[CH:25][CH:24]=3)[N:13]=2)[CH2:6][CH2:7]1)(=[O:2])[NH2:54]. The yield is 0.530. (3) The reactants are [Cl:1][C:2]1[CH:7]=[CH:6][C:5]([S:8]([N:11]2[CH:16]([C:17]3[CH:22]=[CH:21][CH:20]=[CH:19][CH:18]=3)[CH2:15][CH2:14][CH2:13][CH:12]2[CH:23]=[O:24])(=[O:10])=[O:9])=[CH:4][CH:3]=1.[CH3:25][Mg]Br.CCOCC.[Cl-].[NH4+]. The catalyst is C1COCC1. The product is [Cl:1][C:2]1[CH:3]=[CH:4][C:5]([S:8]([N:11]2[CH:16]([C:17]3[CH:18]=[CH:19][CH:20]=[CH:21][CH:22]=3)[CH2:15][CH2:14][CH2:13][CH:12]2[CH:23]([OH:24])[CH3:25])(=[O:9])=[O:10])=[CH:6][CH:7]=1. The yield is 1.00. (4) The reactants are [CH3:1][C:2]1[O:6][N:5]=[C:4]([C:7]2[CH:12]=[CH:11][CH:10]=[CH:9][CH:8]=2)[C:3]=1[CH2:13][O:14][C:15]1[N:16]=[CH:17][C:18]([C:21]([OH:23])=O)=[N:19][CH:20]=1.[CH:24]1([NH2:27])[CH2:26][CH2:25]1. No catalyst specified. The product is [CH:24]1([NH:27][C:21]([C:18]2[CH:17]=[N:16][C:15]([O:14][CH2:13][C:3]3[C:4]([C:7]4[CH:8]=[CH:9][CH:10]=[CH:11][CH:12]=4)=[N:5][O:6][C:2]=3[CH3:1])=[CH:20][N:19]=2)=[O:23])[CH2:26][CH2:25]1. The yield is 0.280. (5) The product is [Cl:1][C:2]1[CH:3]=[C:4]2[C:9](=[CH:10][CH:11]=1)[CH:8]=[C:7]([S:12]([C@@H:15]1[CH2:17][C@H:16]1[C:18]([OH:20])=[O:19])(=[O:13])=[O:14])[CH:6]=[CH:5]2. The catalyst is FC(F)(F)C(O)=O. The reactants are [Cl:1][C:2]1[CH:3]=[C:4]2[C:9](=[CH:10][CH:11]=1)[CH:8]=[C:7]([S:12]([CH:15]1[CH2:17][CH:16]1[C:18]([O:20]C(C)(C)C)=[O:19])(=[O:14])=[O:13])[CH:6]=[CH:5]2. The yield is 0.940. (6) The reactants are [CH3:1][S:2]([NH:5][C:6]1[CH:21]=[CH:20][C:9]2[NH:10][C:11]([CH2:16][C:17](O)=[O:18])=[N:12][S:13](=[O:15])(=[O:14])[C:8]=2[CH:7]=1)(=[O:4])=[O:3].Cl.CN(C)[CH2:25][CH2:26][CH2:27][N:28]=C=NCC.CN1[CH2:40][CH2:39][O:38]CC1.[O-][CH2:42][CH3:43].[Na+].[CH2:45](O)C. The catalyst is CN(C)C=O. The product is [OH:38][C:39]1[C@H:40]2[C@H:27]([C@H:26]3[CH2:25][C@@H:43]2[CH2:42][CH2:45]3)[NH:28][C:17](=[O:18])[C:16]=1[C:11]1[NH:10][C:9]2[CH:20]=[CH:21][C:6]([NH:5][S:2]([CH3:1])(=[O:4])=[O:3])=[CH:7][C:8]=2[S:13](=[O:15])(=[O:14])[N:12]=1. The yield is 0.100.